Dataset: Forward reaction prediction with 1.9M reactions from USPTO patents (1976-2016). Task: Predict the product of the given reaction. The product is: [C:56]1([CH:33]([C:27]2[CH:28]=[CH:29][CH:30]=[CH:31][CH:32]=2)[N:34]2[C:42]3[C:37](=[CH:38][C:39]([CH3:43])=[CH:40][CH:41]=3)[CH:36]([C:44]3[C:52]([OH:53])=[CH:51][C:47]4[O:48][CH2:49][O:50][C:46]=4[CH:45]=3)[C:35]2=[O:55])[CH:57]=[CH:58][CH:59]=[CH:60][CH:61]=1. Given the reactants C1(CCN2C3C(=CC=CC=3)C(O)(C3C(O)=CC4OCOC=4C=3)C2=O)CC1.[C:27]1([CH:33]([C:56]2[CH:61]=[CH:60][CH:59]=[CH:58][CH:57]=2)[N:34]2[C:42]3[C:37](=[CH:38][C:39]([CH3:43])=[CH:40][CH:41]=3)[C:36](O)([C:44]3[C:52]([OH:53])=[CH:51][C:47]4[O:48][CH2:49][O:50][C:46]=4[CH:45]=3)[C:35]2=[O:55])[CH:32]=[CH:31][CH:30]=[CH:29][CH:28]=1, predict the reaction product.